Dataset: Forward reaction prediction with 1.9M reactions from USPTO patents (1976-2016). Task: Predict the product of the given reaction. (1) Given the reactants [Cl:1][C:2]1[CH:3]=[C:4]([CH:8]=[CH:9][N:10]=1)[C:5]([OH:7])=[O:6], predict the reaction product. The product is: [Cl:1][C:2]1[CH:3]=[C:4]([CH:8]=[CH:9][N:10]=1)[C:5]([O:7][C:4]([CH3:8])([CH3:5])[CH3:3])=[O:6]. (2) Given the reactants [CH2:1]([O:8][C:9]1[CH:17]=[CH:16][C:12]([C:13]([OH:15])=O)=[CH:11][C:10]=1[O:18][CH3:19])[C:2]1[CH:7]=[CH:6][CH:5]=[CH:4][CH:3]=1.CN(C=O)C.S(Cl)(Cl)=O.[N+:29]([C:32]1[CH:38]=[CH:37][CH:36]=[CH:35][C:33]=1[NH2:34])([O-:31])=[O:30], predict the reaction product. The product is: [N+:29]([C:32]1[CH:38]=[CH:37][CH:36]=[CH:35][C:33]=1[NH:34][C:13](=[O:15])[C:12]1[CH:16]=[CH:17][C:9]([O:8][CH2:1][C:2]2[CH:3]=[CH:4][CH:5]=[CH:6][CH:7]=2)=[C:10]([O:18][CH3:19])[CH:11]=1)([O-:31])=[O:30]. (3) Given the reactants [Br:1][C:2]1[CH:9]=[C:8](F)[CH:7]=[CH:6][C:3]=1[C:4]#[N:5].Cl.[NH2:12][C@@H:13]([C:18]([NH2:20])=[O:19])[CH2:14][CH:15]([CH3:17])[CH3:16].CCN(C(C)C)C(C)C.CCOC(C)=O, predict the reaction product. The product is: [Br:1][C:2]1[CH:9]=[C:8]([NH:12][C@H:13]([CH2:14][CH:15]([CH3:17])[CH3:16])[C:18]([NH2:20])=[O:19])[CH:7]=[CH:6][C:3]=1[C:4]#[N:5].